From a dataset of Full USPTO retrosynthesis dataset with 1.9M reactions from patents (1976-2016). Predict the reactants needed to synthesize the given product. (1) Given the product [C:6]([NH:1][CH2:2][CH:3]=[O:4])([O:8][C:9]([CH3:10])([CH3:11])[CH3:12])=[O:7], predict the reactants needed to synthesize it. The reactants are: [NH:1]([C:6]([O:8][C:9]([CH3:12])([CH3:11])[CH3:10])=[O:7])[CH2:2][C:3](O)=[O:4].CO[N-]C.[H-].[H-].[H-].[H-].[Li+].[Al+3].C(OCC)C.S([O-])(O)(=O)=O.[K+]. (2) Given the product [CH3:1][O:2][C:3]1[CH:4]=[C:5]2[C:10](=[CH:11][CH:12]=1)[C:9](=[O:13])[N:8]([C:15]1[CH:22]=[CH:21][C:18]([CH:19]=[O:20])=[CH:17][CH:16]=1)[CH:7]=[CH:6]2, predict the reactants needed to synthesize it. The reactants are: [CH3:1][O:2][C:3]1[CH:4]=[C:5]2[C:10](=[CH:11][CH:12]=1)[C:9]([OH:13])=[N:8][CH:7]=[CH:6]2.Br[C:15]1[CH:22]=[CH:21][C:18]([CH:19]=[O:20])=[CH:17][CH:16]=1.N1CCC[C@H]1C(O)=O.C(=O)([O-])[O-].[K+].[K+]. (3) Given the product [CH3:1][O:2][C:3](=[O:13])[C:4]1[CH:9]=[CH:8][C:7]([CH:10]=[O:11])=[CH:6][C:5]=1[C:21]#[C:22][CH2:23][CH2:24][CH3:25], predict the reactants needed to synthesize it. The reactants are: [CH3:1][O:2][C:3](=[O:13])[C:4]1[CH:9]=[CH:8][C:7]([CH:10]=[O:11])=[CH:6][C:5]=1Br.C(N(CC)CC)C.[CH:21]#[C:22][CH2:23][CH2:24][CH3:25]. (4) Given the product [CH3:28][O:27][C:24]1[CH:23]=[CH:22][C:21]([N:20]2[C:16]([C:13]3[CH:14]=[CH:15][C:10]([O:9][CH2:8][CH2:7][OH:6])=[CH:11][CH:12]=3)=[C:17]([CH3:33])[C:18]([C:29]([F:32])([F:31])[F:30])=[N:19]2)=[CH:26][CH:25]=1, predict the reactants needed to synthesize it. The reactants are: C([Si](C)(C)[O:6][CH2:7][CH2:8][O:9][C:10]1[CH:15]=[CH:14][C:13]([C:16]2[N:20]([C:21]3[CH:26]=[CH:25][C:24]([O:27][CH3:28])=[CH:23][CH:22]=3)[N:19]=[C:18]([C:29]([F:32])([F:31])[F:30])[C:17]=2[CH3:33])=[CH:12][CH:11]=1)(C)(C)C.Cl. (5) Given the product [N+:31]([C:26]1[CH:27]=[CH:28][CH:29]=[CH:30][C:25]=1[CH:23]([CH3:24])[CH2:22][O:21][CH2:20][N:14]1[C:15](=[O:16])[C:17]([CH3:18])=[CH:19][N:11]([C@@H:9]2[O:10][C@H:6]([CH2:5][OH:4])[C@@H:7]([OH:34])[CH2:8]2)[C:12]1=[O:13])([O-:33])=[O:32], predict the reactants needed to synthesize it. The reactants are: C([O:4][CH2:5][C@H:6]1[O:10][C@@H:9]([N:11]2[CH:19]=[C:17]([CH3:18])[C:15](=[O:16])[N:14]([CH2:20][O:21][CH2:22][CH:23]([C:25]3[CH:30]=[CH:29][CH:28]=[CH:27][C:26]=3[N+:31]([O-:33])=[O:32])[CH3:24])[C:12]2=[O:13])[CH2:8][C@@H:7]1[OH:34])(=O)C.O.N. (6) Given the product [ClH:32].[CH2:23]([O:22][C:20](=[O:21])[CH:19]([NH:25][C:26]([O:28][CH2:29][CH:30]=[CH2:31])=[O:27])[CH2:18][C:16]1[O:15][N:14]=[C:13]([CH:9]2[CH2:10][CH2:11][CH2:12][NH:8]2)[CH:17]=1)[CH3:24], predict the reactants needed to synthesize it. The reactants are: C(OC([N:8]1[CH2:12][CH2:11][CH2:10][CH:9]1[C:13]1[CH:17]=[C:16]([CH2:18][CH:19]([NH:25][C:26]([O:28][CH2:29][CH:30]=[CH2:31])=[O:27])[C:20]([O:22][CH2:23][CH3:24])=[O:21])[O:15][N:14]=1)=O)(C)(C)C.[ClH:32]. (7) Given the product [CH2:1]([O:19][CH2:20][CH:21]([O:27][CH2:28][CH2:29][CH2:30][CH2:31][CH2:32][CH2:33][CH2:34][CH2:35]/[CH:36]=[CH:37]\[CH2:38]/[CH:39]=[CH:40]\[CH2:41][CH2:42][CH2:43][CH2:44][CH3:45])[CH2:22][OH:23])[CH2:2][CH2:3][CH2:4][CH2:5][CH2:6][CH2:7][CH2:8]/[CH:9]=[CH:10]\[CH2:11]/[CH:12]=[CH:13]\[CH2:14][CH2:15][CH2:16][CH2:17][CH3:18], predict the reactants needed to synthesize it. The reactants are: [CH2:1]([O:19][CH2:20][CH:21]([O:27][CH2:28][CH2:29][CH2:30][CH2:31][CH2:32][CH2:33][CH2:34][CH2:35]/[CH:36]=[CH:37]\[CH2:38]/[CH:39]=[CH:40]\[CH2:41][CH2:42][CH2:43][CH2:44][CH3:45])[CH2:22][O:23]CC=C)[CH2:2][CH2:3][CH2:4][CH2:5][CH2:6][CH2:7][CH2:8]/[CH:9]=[CH:10]\[CH2:11]/[CH:12]=[CH:13]\[CH2:14][CH2:15][CH2:16][CH2:17][CH3:18].FC(F)(F)C(O)=O. (8) Given the product [CH3:1][O:2][C:3](=[O:39])[C:4]1[CH:9]=[CH:8][CH:7]=[C:6]([CH2:10][N:11]2[C:15](=[O:16])[C:14]([C:18]3[CH:23]=[CH:22][CH:21]=[C:20]([CH2:24][CH2:25][CH2:26][NH2:27])[CH:19]=3)([CH3:17])[NH:13][C:12]2=[O:38])[CH:5]=1, predict the reactants needed to synthesize it. The reactants are: [CH3:1][O:2][C:3](=[O:39])[C:4]1[CH:9]=[CH:8][CH:7]=[C:6]([CH2:10][N:11]2[C:15](=[O:16])[C:14]([C:18]3[CH:23]=[CH:22][CH:21]=[C:20]([C:24]#[C:25][CH2:26][NH:27]C(OCC4C=CC=CC=4)=O)[CH:19]=3)([CH3:17])[NH:13][C:12]2=[O:38])[CH:5]=1.C(O)(=O)C. (9) The reactants are: [Cl:1][C:2]1[N:7]=[CH:6][C:5]([NH2:8])=[C:4]([NH:9][CH:10]([CH3:12])[CH3:11])[CH:3]=1.[CH3:13]OC(OC)OC. Given the product [Cl:1][C:2]1[N:7]=[CH:6][C:5]2[N:8]=[CH:13][N:9]([CH:10]([CH3:12])[CH3:11])[C:4]=2[CH:3]=1, predict the reactants needed to synthesize it.